Dataset: Full USPTO retrosynthesis dataset with 1.9M reactions from patents (1976-2016). Task: Predict the reactants needed to synthesize the given product. (1) Given the product [Na:1].[CH3:30][C:13]1[C:14]([CH2:18][S:19]([C:21]2[NH:22][C:23]3[CH:29]=[CH:28][CH:27]=[CH:26][C:24]=3[N:25]=2)=[O:20])=[N:15][CH:16]=[CH:17][C:12]=1[O:11][CH2:10][CH2:31][C:32]1([CH3:40])[O:37][CH2:36][C:35]([CH3:39])([CH3:38])[CH2:34][O:33]1, predict the reactants needed to synthesize it. The reactants are: [Na:1].COC1OCC([CH2:10][O:11][C:12]2[CH:17]=[CH:16][N:15]=[C:14]([CH2:18][S:19]([C:21]3[NH:25][C:24]4[CH:26]=[CH:27][CH:28]=[CH:29][C:23]=4[N:22]=3)=[O:20])[C:13]=2[CH3:30])CO1.[CH3:31][C:32]1([CH2:40]CO)[O:37][CH2:36][C:35]([CH3:39])([CH3:38])[CH2:34][O:33]1. (2) Given the product [CH3:3][O:4][C:5](=[O:13])[CH2:6][C:7]1[S:8][C:9]([C:21]2[CH:20]=[CH:19][CH:18]=[C:17]([N+:14]([O-:16])=[O:15])[CH:22]=2)=[CH:10][CH:11]=1, predict the reactants needed to synthesize it. The reactants are: N#N.[CH3:3][O:4][C:5](=[O:13])[CH2:6][C:7]1[S:8][C:9](Br)=[CH:10][CH:11]=1.[N+:14]([C:17]1[CH:18]=[C:19](B(O)O)[CH:20]=[CH:21][CH:22]=1)([O-:16])=[O:15].C([O-])([O-])=O.[Na+].[Na+]. (3) Given the product [C:1]([O:5][C:6]([N:8]1[CH2:13][CH2:12][CH:11]([C:14]([C:15]2[CH:20]=[CH:19][CH:18]=[C:17]([O:21][CH3:22])[C:16]=2[F:23])=[N:26][OH:27])[CH2:10][CH2:9]1)=[O:7])([CH3:4])([CH3:3])[CH3:2], predict the reactants needed to synthesize it. The reactants are: [C:1]([O:5][C:6]([N:8]1[CH2:13][CH2:12][CH:11]([C:14](=O)[C:15]2[CH:20]=[CH:19][CH:18]=[C:17]([O:21][CH3:22])[C:16]=2[F:23])[CH2:10][CH2:9]1)=[O:7])([CH3:4])([CH3:3])[CH3:2].Cl.[NH2:26][OH:27].N1C=CC=CC=1. (4) Given the product [CH2:1]([N:3]1[CH2:8][CH2:7][N:6]([CH2:9][C:10]2[CH:19]=[CH:18][C:13]([C:14]([OH:16])=[O:15])=[CH:12][C:11]=2[O:20][C:21]([F:24])([F:22])[F:23])[CH2:5][CH2:4]1)[CH3:2], predict the reactants needed to synthesize it. The reactants are: [CH2:1]([N:3]1[CH2:8][CH2:7][N:6]([CH2:9][C:10]2[CH:19]=[CH:18][C:13]([C:14]([O:16]C)=[O:15])=[CH:12][C:11]=2[O:20][C:21]([F:24])([F:23])[F:22])[CH2:5][CH2:4]1)[CH3:2].[OH-].[Na+].Cl. (5) Given the product [S:1]([N:16]1[CH2:15][CH2:14]1)([C:4]1[CH:12]=[CH:11][C:7]([N+:8]([O-:10])=[O:9])=[CH:6][CH:5]=1)(=[O:3])=[O:2], predict the reactants needed to synthesize it. The reactants are: [S:1](Cl)([C:4]1[CH:12]=[CH:11][C:7]([N+:8]([O-:10])=[O:9])=[CH:6][CH:5]=1)(=[O:3])=[O:2].[C:14](#[N:16])[CH3:15].N[C@H](CO)C.C(OCC)(=O)C. (6) Given the product [CH2:20]([N:27]1[C:7](=[O:19])[C:8]2[C:9](=[CH:11][C:12]3[CH:13]=[CH:14][CH:15]=[CH:16][C:17]=3[CH:18]=2)[N:10]=[C:5]1[CH2:1][CH:2]([CH3:3])[CH3:4])[C:21]1[CH:26]=[CH:25][CH:24]=[CH:23][CH:22]=1, predict the reactants needed to synthesize it. The reactants are: [CH2:1]([C:5]1O[C:7](=[O:19])[C:8]2[CH:18]=[C:17]3[C:12]([CH:13]=[CH:14][CH:15]=[CH:16]3)=[CH:11][C:9]=2[N:10]=1)[CH:2]([CH3:4])[CH3:3].[CH2:20]([NH2:27])[C:21]1[CH:26]=[CH:25][CH:24]=[CH:23][CH:22]=1.[OH-].[Na+]. (7) Given the product [N:1]([C:2]1[CH:3]=[C:4]([CH:17]=[C:18]([N:20]([S:24]([CH3:27])(=[O:26])=[O:25])[CH2:21][CH2:22][CH3:23])[CH:19]=1)[C:5]([NH:7][C@@H:8]([C:10]1[CH:15]=[CH:14][C:13]([F:16])=[CH:12][CH:11]=1)[CH3:9])=[O:6])=[N+:33]=[N-:34], predict the reactants needed to synthesize it. The reactants are: [NH2:1][C:2]1[CH:3]=[C:4]([CH:17]=[C:18]([N:20]([S:24]([CH3:27])(=[O:26])=[O:25])[CH2:21][CH2:22][CH3:23])[CH:19]=1)[C:5]([NH:7][C@@H:8]([C:10]1[CH:15]=[CH:14][C:13]([F:16])=[CH:12][CH:11]=1)[CH3:9])=[O:6].O.N([O-])=O.[Na+].[N-:33]=[N+:34]=[N-].[Na+].